Dataset: Catalyst prediction with 721,799 reactions and 888 catalyst types from USPTO. Task: Predict which catalyst facilitates the given reaction. (1) Reactant: [NH2:1][C:2]1[N:7]=[C:6]([CH2:8][CH2:9][C:10]([F:13])([F:12])[F:11])[N:5]([C:14]2[CH:19]=[CH:18][C:17]([O:20][CH2:21][C:22]([F:25])([F:24])[F:23])=[CH:16][CH:15]=2)[C:4](=[O:26])[CH:3]=1.[C:27](Cl)(=[O:30])[CH:28]=[CH2:29].O. Product: [F:24][C:22]([F:25])([F:23])[CH2:21][O:20][C:17]1[CH:16]=[CH:15][C:14]([N:5]2[C:4](=[O:26])[C:3]3[CH2:29][CH2:28][C:27](=[O:30])[NH:1][C:2]=3[N:7]=[C:6]2[CH2:8][CH2:9][C:10]([F:13])([F:11])[F:12])=[CH:19][CH:18]=1. The catalyst class is: 80. (2) Reactant: [CH2:1]([O:5][CH2:6][CH2:7][O:8][C:9]1[CH:14]=[CH:13][C:12]([C:15]2[CH:16]=[CH:17][C:18]3[NH:24][CH2:23][CH2:22][C:21]([C:25]([NH:27][C:28]4[CH:33]=[CH:32][C:31]([C@H:34]([OH:42])[C:35]5[CH:40]=[CH:39][CH:38]=[CH:37][N+:36]=5[O-:41])=[CH:30][CH:29]=4)=[O:26])=[CH:20][C:19]=3[CH:43]=2)=[CH:11][CH:10]=1)[CH2:2][CH2:3][CH3:4].[CH:44]([C:46]1[N:50]([CH3:51])[N:49]=[CH:48][CH:47]=1)=O.C(O[BH-](OC(=O)C)OC(=O)C)(=O)C.[Na+].C(O)(=O)C. Product: [CH2:1]([O:5][CH2:6][CH2:7][O:8][C:9]1[CH:10]=[CH:11][C:12]([C:15]2[CH:16]=[CH:17][C:18]3[N:24]([CH2:44][C:46]4[N:50]([CH3:51])[N:49]=[CH:48][CH:47]=4)[CH2:23][CH2:22][C:21]([C:25]([NH:27][C:28]4[CH:29]=[CH:30][C:31]([C@H:34]([OH:42])[C:35]5[CH:40]=[CH:39][CH:38]=[CH:37][N+:36]=5[O-:41])=[CH:32][CH:33]=4)=[O:26])=[CH:20][C:19]=3[CH:43]=2)=[CH:13][CH:14]=1)[CH2:2][CH2:3][CH3:4]. The catalyst class is: 325. (3) Reactant: [CH3:1][C:2]([CH3:5])([O-])[CH3:3].[K+].[CH3:7][N:8]1[C:21]2[CH:20]=[CH:19][C:18]([CH:22]=O)=[CH:17][C:16]=2[S:15][C:14]2[C:9]1=[CH:10][CH:11]=[C:12]([CH:24]=O)[CH:13]=2.[CH:26](P(=O)(OCC)OCC)([C:33]1[CH:38]=[CH:37][CH:36]=[CH:35][CH:34]=1)[C:27]1[CH:32]=[CH:31][CH:30]=[CH:29][CH:28]=1.CO. Product: [C:2]1([C:5]([C:9]2[CH:14]=[CH:13][CH:12]=[CH:11][CH:10]=2)=[CH:24][C:12]2[CH:11]=[CH:10][C:9]3[N:8]([CH3:7])[C:21]4[C:16]([S:15][C:14]=3[CH:13]=2)=[CH:17][C:18]([CH:22]=[C:26]([C:27]2[CH:28]=[CH:29][CH:30]=[CH:31][CH:32]=2)[C:33]2[CH:34]=[CH:35][CH:36]=[CH:37][CH:38]=2)=[CH:19][CH:20]=4)[CH:3]=[CH:17][CH:16]=[CH:21][CH:1]=1. The catalyst class is: 16. (4) Reactant: [F:1][CH:2]([F:35])[O:3][C:4]1[CH:34]=[CH:33][C:7]([C:8]([C:10]2[N:11]([C:26]([O:28][C:29]([CH3:32])([CH3:31])[CH3:30])=[O:27])[C:12]([CH2:15][C:16]3[CH:21]=[CH:20][C:19]([C:22]([O:24][CH3:25])=[O:23])=[CH:18][CH:17]=3)=[CH:13][CH:14]=2)=[O:9])=[CH:6][CH:5]=1. Product: [F:35][CH:2]([F:1])[O:3][C:4]1[CH:5]=[CH:6][C:7]([CH:8]([OH:9])[C:10]2[N:11]([C:26]([O:28][C:29]([CH3:30])([CH3:31])[CH3:32])=[O:27])[C:12]([CH2:15][C:16]3[CH:21]=[CH:20][C:19]([C:22]([O:24][CH3:25])=[O:23])=[CH:18][CH:17]=3)=[CH:13][CH:14]=2)=[CH:33][CH:34]=1. The catalyst class is: 11. (5) Reactant: [Cl:1][C:2]1[CH:7]=[CH:6][CH:5]=[CH:4][C:3]=1[C:8]1[CH:13]=[CH:12][N:11]=[CH:10][C:9]=1[NH:14]C(=O)C(C)(C)C. Product: [Cl:1][C:2]1[CH:7]=[CH:6][CH:5]=[CH:4][C:3]=1[C:8]1[CH:13]=[CH:12][N:11]=[CH:10][C:9]=1[NH2:14]. The catalyst class is: 33. (6) Reactant: [C:1]([O:5][C:6](=[O:29])[N:7]([CH2:9][C@H:10]1[CH2:15][CH2:14][C@H:13]([O:16][CH2:17][CH2:18][CH2:19][CH2:20][O:21]CC2C=CC=CC=2)[CH2:12][CH2:11]1)[CH3:8])([CH3:4])([CH3:3])[CH3:2]. Product: [C:1]([O:5][C:6](=[O:29])[N:7]([CH2:9][C@H:10]1[CH2:11][CH2:12][C@H:13]([O:16][CH2:17][CH2:18][CH2:19][CH2:20][OH:21])[CH2:14][CH2:15]1)[CH3:8])([CH3:2])([CH3:4])[CH3:3]. The catalyst class is: 19. (7) Reactant: [CH3:1][N:2]1[CH:6]=[C:5]([C:7]2[CH:8]=[CH:9][C:10](=[O:13])[NH:11][N:12]=2)[CH:4]=[N:3]1.[CH3:14][N:15]1[CH2:20][CH2:19][N:18]([C:21]2[CH:22]=[N:23][C:24]([C:27]3[CH:28]=[C:29]([CH2:33]O)[CH:30]=[CH:31][CH:32]=3)=[N:25][CH:26]=2)[CH2:17][CH2:16]1.C1(P(C2C=CC=CC=2)C2C=CC=CC=2)C=CC=CC=1.N(C(OC(C)(C)C)=O)=NC(OC(C)(C)C)=O. Product: [CH3:14][N:15]1[CH2:16][CH2:17][N:18]([C:21]2[CH:26]=[N:25][C:24]([C:27]3[CH:28]=[C:29]([CH:30]=[CH:31][CH:32]=3)[CH2:33][N:11]3[C:10](=[O:13])[CH:9]=[CH:8][C:7]([C:5]4[CH:4]=[N:3][N:2]([CH3:1])[CH:6]=4)=[N:12]3)=[N:23][CH:22]=2)[CH2:19][CH2:20]1. The catalyst class is: 118. (8) Reactant: Cl.Cl.[CH2:3]([O:10][NH:11][C@H:12]1[CH2:17][NH:16][C@H:15]([C:18]([O:20][CH3:21])=[O:19])[CH2:14][CH2:13]1)[C:4]1[CH:9]=[CH:8][CH:7]=[CH:6][CH:5]=1.CO.C(N(CC)CC)C.[C:31](O[C:31]([O:33][C:34]([CH3:37])([CH3:36])[CH3:35])=[O:32])([O:33][C:34]([CH3:37])([CH3:36])[CH3:35])=[O:32]. Product: [CH2:3]([O:10][NH:11][C@H:12]1[CH2:17][N:16]([C:31]([O:33][C:34]([CH3:37])([CH3:36])[CH3:35])=[O:32])[C@H:15]([C:18]([O:20][CH3:21])=[O:19])[CH2:14][CH2:13]1)[C:4]1[CH:5]=[CH:6][CH:7]=[CH:8][CH:9]=1. The catalyst class is: 13. (9) Reactant: [NH2:1][C:2]1[N:10]=[C:9]2[C:5]([NH:6][CH:7]=[N:8]2)=[C:4]([NH2:11])[N:3]=1.C(=O)([O-])[O-].[K+].[K+].Br[CH2:19][CH2:20][Cl:21]. Product: [Cl:21][CH2:20][CH2:19][N:8]1[CH:7]=[N:6][C:5]2[C:9]1=[N:10][C:2]([NH2:1])=[N:3][C:4]=2[NH2:11]. The catalyst class is: 3. (10) Reactant: O.[NH2:2][NH2:3].[Br:4][C:5]1[CH:28]=[N:27][C:8]2=[N:9][C:10]([N:14]3[CH2:17][C:16]([NH:19][C:20](=[O:26])[O:21][C:22]([CH3:25])([CH3:24])[CH3:23])([CH3:18])[CH2:15]3)=[C:11](Cl)[N:12]=[C:7]2[CH:6]=1. Product: [Br:4][C:5]1[CH:28]=[N:27][C:8]2=[N:9][C:10]([N:14]3[CH2:17][C:16]([NH:19][C:20](=[O:26])[O:21][C:22]([CH3:25])([CH3:24])[CH3:23])([CH3:18])[CH2:15]3)=[C:11]([NH:2][NH2:3])[N:12]=[C:7]2[CH:6]=1. The catalyst class is: 14.